Dataset: Forward reaction prediction with 1.9M reactions from USPTO patents (1976-2016). Task: Predict the product of the given reaction. (1) Given the reactants [F:1][C:2]1([F:32])[CH2:7][CH2:6][N:5]([C:8]([C:10]2[NH:11][C:12]3[C:17]([CH:18]=2)=[CH:16][C:15]([C:19]([N:21]2[CH2:25][CH2:24][CH2:23][C@H:22]2[CH2:26][N:27]2[CH2:31][CH2:30][CH2:29][CH2:28]2)=[O:20])=[CH:14][CH:13]=3)=[O:9])[CH2:4][CH2:3]1.[H-].[Na+].CS(O[CH2:40][C:41]([F:44])([F:43])[F:42])(=O)=O, predict the reaction product. The product is: [F:32][C:2]1([F:1])[CH2:7][CH2:6][N:5]([C:8]([C:10]2[N:11]([CH2:40][C:41]([F:44])([F:43])[F:42])[C:12]3[C:17]([CH:18]=2)=[CH:16][C:15]([C:19]([N:21]2[CH2:25][CH2:24][CH2:23][C@H:22]2[CH2:26][N:27]2[CH2:31][CH2:30][CH2:29][CH2:28]2)=[O:20])=[CH:14][CH:13]=3)=[O:9])[CH2:4][CH2:3]1. (2) Given the reactants [N+:1]([C:4]1[CH:12]=[C:11]2[C:7]([CH:8]=[N:9][NH:10]2)=[CH:6][CH:5]=1)([O-:3])=[O:2].[H-].[Na+].I[CH3:16], predict the reaction product. The product is: [CH3:16][N:10]1[C:11]2[C:7](=[CH:6][CH:5]=[C:4]([N+:1]([O-:3])=[O:2])[CH:12]=2)[CH:8]=[N:9]1. (3) Given the reactants Br[C:2]1[CH:3]=[C:4]2[C:12](=[CH:13][CH:14]=1)[O:11][C:7]1([CH2:10][CH2:9][CH2:8]1)[CH2:6][CH2:5]2.C([Li])CCC.[CH3:20][O:21][C:22]1[CH:29]=[CH:28][C:27]([C:30]2([OH:69])[C@H:35]([O:36][CH2:37][C:38]3[CH:43]=[CH:42][CH:41]=[CH:40][CH:39]=3)[C@@H:34]([O:44][CH2:45][C:46]3[CH:51]=[CH:50][CH:49]=[CH:48][CH:47]=3)[C@H:33]([O:52][CH2:53][C:54]3[CH:59]=[CH:58][CH:57]=[CH:56][CH:55]=3)[C@@H:32]([CH2:60][O:61][CH2:62][C:63]3[CH:68]=[CH:67][CH:66]=[CH:65][CH:64]=3)[O:31]2)=[CH:26][C:23]=1[CH:24]=[O:25].[Li], predict the reaction product. The product is: [CH3:20][O:21][C:22]1[CH:29]=[CH:28][C:27]([C:30]2([OH:69])[C@H:35]([O:36][CH2:37][C:38]3[CH:39]=[CH:40][CH:41]=[CH:42][CH:43]=3)[C@@H:34]([O:44][CH2:45][C:46]3[CH:51]=[CH:50][CH:49]=[CH:48][CH:47]=3)[C@H:33]([O:52][CH2:53][C:54]3[CH:55]=[CH:56][CH:57]=[CH:58][CH:59]=3)[C@@H:32]([CH2:60][O:61][CH2:62][C:63]3[CH:64]=[CH:65][CH:66]=[CH:67][CH:68]=3)[O:31]2)=[CH:26][C:23]=1[C:24]([C:2]1[CH:3]=[C:4]2[C:12](=[CH:13][CH:14]=1)[O:11][C:7]1([CH2:10][CH2:9][CH2:8]1)[CH2:6][CH2:5]2)=[O:25]. (4) Given the reactants [CH2:1]([O:8][C:9]([N:11]1[CH2:15][C@@H:14]([NH2:16])[CH2:13][C@H:12]1[C:17]1[O:18][C:19]2[CH:25]=[CH:24][CH:23]=[CH:22][C:20]=2[N:21]=1)=[O:10])[C:2]1[CH:7]=[CH:6][CH:5]=[CH:4][CH:3]=1.[OH:26][C:27]1[C:36]2[C:31](=[CH:32][CH:33]=[CH:34][CH:35]=2)[CH:30]=[CH:29][C:28]=1[C:37](O)=[O:38], predict the reaction product. The product is: [CH2:1]([O:8][C:9]([N:11]1[CH2:15][C@@H:14]([NH:16][C:37]([C:28]2[CH:29]=[CH:30][C:31]3[C:36](=[CH:35][CH:34]=[CH:33][CH:32]=3)[C:27]=2[OH:26])=[O:38])[CH2:13][C@H:12]1[C:17]1[O:18][C:19]2[CH:25]=[CH:24][CH:23]=[CH:22][C:20]=2[N:21]=1)=[O:10])[C:2]1[CH:3]=[CH:4][CH:5]=[CH:6][CH:7]=1. (5) Given the reactants [Br:1][C:2]1[CH:25]=[CH:24][C:5]([C:6]([N:8]([C@@H:10]2[CH2:15][CH2:14][NH:13][CH2:12][C@H:11]2[C:16]2[CH:21]=[CH:20][C:19]([F:22])=[CH:18][C:17]=2[CH3:23])[CH3:9])=[O:7])=[CH:4][CH:3]=1.[C:26]([N:29]1[CH2:34][CH2:33][CH:32]([C:35](O)=[O:36])[CH2:31][CH2:30]1)(=[O:28])[CH3:27], predict the reaction product. The product is: [C:26]([N:29]1[CH2:30][CH2:31][CH:32]([C:35]([N:13]2[CH2:14][CH2:15][C@@H:10]([N:8]([CH3:9])[C:6](=[O:7])[C:5]3[CH:4]=[CH:3][C:2]([Br:1])=[CH:25][CH:24]=3)[C@H:11]([C:16]3[CH:21]=[CH:20][C:19]([F:22])=[CH:18][C:17]=3[CH3:23])[CH2:12]2)=[O:36])[CH2:33][CH2:34]1)(=[O:28])[CH3:27]. (6) Given the reactants [O:1]=[C:2]([C@@H:8]1[CH2:12][CH2:11][CH2:10][O:9]1)[CH2:3][C:4]([O:6][CH3:7])=[O:5].C1(C(C(=[CH:24][N:25]([CH3:27])[CH3:26])C(OCC)=O)=O)CC1, predict the reaction product. The product is: [CH3:24][N:25]([CH3:27])/[CH:26]=[C:3](/[C:2]([C@@H:8]1[CH2:12][CH2:11][CH2:10][O:9]1)=[O:1])\[C:4]([O:6][CH3:7])=[O:5]. (7) Given the reactants Cl[C:2]1[C:11]2[C:6](=[CH:7][C:8]([C:12]([N:14]3[CH2:18][CH2:17][CH:16]([NH:19]C(OC(C)(C)C)=O)[CH2:15]3)=[O:13])=[CH:9][CH:10]=2)[N:5]=[CH:4][N:3]=1.[NH2:27][CH2:28][C:29]1[CH:30]=[C:31]([CH:35]=[CH:36][CH:37]=1)[C:32]([NH2:34])=[NH:33].C(N(C(C)C)CC)(C)C.FC(F)(F)C(O)=O, predict the reaction product. The product is: [NH2:19][CH:16]1[CH2:17][CH2:18][N:14]([C:12]([C:8]2[CH:7]=[C:6]3[C:11]([C:2]([NH:27][CH2:28][C:29]4[CH:30]=[C:31]([CH:35]=[CH:36][CH:37]=4)[C:32]([NH2:34])=[NH:33])=[N:3][CH:4]=[N:5]3)=[CH:10][CH:9]=2)=[O:13])[CH2:15]1. (8) Given the reactants N([O-])=O.[Na+].N[C:6]1[CH:15]=[CH:14][C:13]([C:16]#[N:17])=[C:12]2[C:7]=1[CH:8]=[CH:9][CH:10]=[N:11]2.[OH-].[Na+].[BrH:20], predict the reaction product. The product is: [Br:20][C:6]1[CH:15]=[CH:14][C:13]([C:16]#[N:17])=[C:12]2[C:7]=1[CH:8]=[CH:9][CH:10]=[N:11]2. (9) The product is: [CH3:21][C:22]1[N:23]=[C:24]([N:32]2[CH2:36][CH2:35][N:34]([CH2:15][C:14]3[CH:17]=[CH:18][C:11]([C:10]([F:20])([F:19])[F:9])=[CH:12][CH:13]=3)[C:33]2=[O:37])[S:25][C:26]=1[C:27]([O:29][CH2:30][CH3:31])=[O:28]. Given the reactants C(Br)C1C=CC=CC=1.[F:9][C:10]([F:20])([F:19])[C:11]1[CH:18]=[CH:17][C:14]([CH2:15]Br)=[CH:13][CH:12]=1.[CH3:21][C:22]1[N:23]=[C:24]([N:32]2[CH2:36][CH2:35][NH:34][C:33]2=[O:37])[S:25][C:26]=1[C:27]([O:29][CH2:30][CH3:31])=[O:28], predict the reaction product.